From a dataset of Full USPTO retrosynthesis dataset with 1.9M reactions from patents (1976-2016). Predict the reactants needed to synthesize the given product. (1) The reactants are: [O:1]=[CH:2][C@H:3]([C@H:5]([C@@H:7]([C@@H:9]([CH2:11][OH:12])[OH:10])[OH:8])[OH:6])[OH:4].C(N)CCCCCCCCCCCCCCCCC.[O-2:32].[Fe+2:33]. Given the product [OH:1][CH:2]1[O:10][C@H:9]([CH2:11][OH:12])[C@@H:7]([OH:8])[C@H:5]([OH:6])[C@@H:3]1[OH:4].[O-2:32].[Fe+2:33], predict the reactants needed to synthesize it. (2) Given the product [CH3:1][O:2][C:3]([CH:5]1[CH:9]([NH:10][S:31]([C:28]2[CH:29]=[CH:30][C:25]([O:24][CH2:23][C:21]3[C:20]4[C:15](=[CH:16][CH:17]=[CH:18][CH:19]=4)[N:14]=[C:13]([CH3:12])[CH:22]=3)=[CH:26][CH:27]=2)(=[O:32])=[O:33])[CH2:8][O:7][CH2:6]1)=[O:4], predict the reactants needed to synthesize it. The reactants are: [CH3:1][O:2][C:3]([CH:5]1[CH:9]([NH2:10])[CH2:8][O:7][CH2:6]1)=[O:4].Cl.[CH3:12][C:13]1[CH:22]=[C:21]([CH2:23][O:24][C:25]2[CH:30]=[CH:29][C:28]([S:31](Cl)(=[O:33])=[O:32])=[CH:27][CH:26]=2)[C:20]2[C:15](=[CH:16][CH:17]=[CH:18][CH:19]=2)[N:14]=1.C([O-])(O)=O.[Na+]. (3) Given the product [Cl:1][C:2]1[CH:22]=[CH:21][CH:20]=[CH:19][C:3]=1[O:4][C:5]1[CH:6]=[C:7]([CH:16]=[CH:17][CH:18]=1)[CH2:8][N:9]1[CH2:10][CH2:11][CH:12]([NH:15][C:47](=[O:48])[CH3:46])[CH2:13][CH2:14]1, predict the reactants needed to synthesize it. The reactants are: [Cl:1][C:2]1[CH:22]=[CH:21][CH:20]=[CH:19][C:3]=1[O:4][C:5]1[CH:6]=[C:7]([CH:16]=[CH:17][CH:18]=1)[CH2:8][N:9]1[CH2:14][CH2:13][CH:12]([NH2:15])[CH2:11][CH2:10]1.C1C=CC2N(O)N=NC=2C=1.CCN=C=NCCCN(C)C.CN1CC[O:48][CH2:47][CH2:46]1.